Dataset: Forward reaction prediction with 1.9M reactions from USPTO patents (1976-2016). Task: Predict the product of the given reaction. (1) Given the reactants FC(F)(F)C(O)=O.[CH2:8]([NH:12][C:13]1[NH:21][C:20]2[C:16]([N:17]=[C:18]([O:22][CH3:23])[N:19]=2)=[C:15]([NH2:24])[N:14]=1)[CH2:9][CH2:10][CH3:11].Br[CH2:26][CH2:27][CH2:28][CH:29]1[CH2:34][CH2:33][CH2:32][CH2:31][O:30]1, predict the reaction product. The product is: [CH2:8]([NH:12][C:13]1[N:21]=[C:20]2[C:16]([N:17]=[C:18]([O:22][CH3:23])[N:19]2[CH2:26][CH2:27][CH2:28][CH:29]2[CH2:34][CH2:33][CH2:32][CH2:31][O:30]2)=[C:15]([NH2:24])[N:14]=1)[CH2:9][CH2:10][CH3:11]. (2) Given the reactants [C:1]([Cl:9])(=[O:8])[C:2]1[CH:7]=[CH:6][CH:5]=[CH:4][CH:3]=1.[CH3:10][N:11]1[CH2:16][CH2:15][CH:14]([O:17][C:18]2[CH:19]=[C:20]([NH2:24])[CH:21]=[CH:22][CH:23]=2)[CH2:13][CH2:12]1, predict the reaction product. The product is: [ClH:9].[CH3:10][N:11]1[CH2:12][CH2:13][CH:14]([O:17][C:18]2[CH:19]=[C:20]([NH:24][C:1](=[O:8])[C:2]3[CH:7]=[CH:6][CH:5]=[CH:4][CH:3]=3)[CH:21]=[CH:22][CH:23]=2)[CH2:15][CH2:16]1.